This data is from Full USPTO retrosynthesis dataset with 1.9M reactions from patents (1976-2016). The task is: Predict the reactants needed to synthesize the given product. (1) Given the product [NH2:11][CH:12]([C:16]1[CH:21]=[CH:20][CH:19]=[CH:18][CH:17]=1)[C:13]([OH:15])=[O:14], predict the reactants needed to synthesize it. The reactants are: C(N(CC)CC)C.C([NH:11][CH:12]([CH:16]1[CH2:21][CH2:20][CH2:19][CH2:18][CH2:17]1)[C:13]([OH:15])=[O:14])(=O)C. (2) Given the product [C:23]([NH:1][C:2]1[CH:3]=[C:4]([C:12]([OH:14])=[O:13])[CH:5]=[C:6]([CH:11]=1)[C:7]([OH:9])=[O:8])(=[O:39])[CH2:24][CH2:25][CH2:26][CH2:27][CH2:28][CH2:29][CH2:30][CH2:31][CH2:32][CH2:33][CH2:34][CH2:35][CH2:36][CH2:37][CH3:38], predict the reactants needed to synthesize it. The reactants are: [NH2:1][C:2]1[CH:3]=[C:4]([C:12]([O:14]C)=[O:13])[CH:5]=[C:6]([CH:11]=1)[C:7]([O:9]C)=[O:8].C(N(CC)CC)C.[C:23](Cl)(=[O:39])[CH2:24][CH2:25][CH2:26][CH2:27][CH2:28][CH2:29][CH2:30][CH2:31][CH2:32][CH2:33][CH2:34][CH2:35][CH2:36][CH2:37][CH3:38].[OH-].[K+].Cl. (3) Given the product [CH3:10][C:8]([S@@:11]([NH:13][CH:14]([C:15]1[N:16]=[C:17]2[CH:23]=[CH:22][N:21]([S:24]([C:27]3[CH:28]=[CH:29][C:30]([CH3:31])=[CH:32][CH:33]=3)(=[O:25])=[O:26])[C:18]2=[N:19][CH:20]=1)[C:36]([F:39])([F:38])[F:37])=[O:12])([CH3:7])[CH3:9], predict the reactants needed to synthesize it. The reactants are: [F-].C[N+](C)(C)C.[CH3:7][C:8]([S@@:11](/[N:13]=[CH:14]/[C:15]1[N:16]=[C:17]2[CH:23]=[CH:22][N:21]([S:24]([C:27]3[CH:33]=[CH:32][C:30]([CH3:31])=[CH:29][CH:28]=3)(=[O:26])=[O:25])[C:18]2=[N:19][CH:20]=1)=[O:12])([CH3:10])[CH3:9].C[Si](C)(C)[C:36]([F:39])([F:38])[F:37].[NH4+].[Cl-]. (4) Given the product [CH:1]([O:4][C:5](=[O:24])[NH:6][C:7]1[CH:8]=[CH:9][C:10]([C:13]2[NH:14][C:15]3[C:20]([C:21]=2[Cl:25])=[CH:19][CH:18]=[C:17]([O:22][CH3:23])[CH:16]=3)=[CH:11][CH:12]=1)([CH3:3])[CH3:2], predict the reactants needed to synthesize it. The reactants are: [CH:1]([O:4][C:5](=[O:24])[NH:6][C:7]1[CH:12]=[CH:11][C:10]([C:13]2[NH:14][C:15]3[C:20]([CH:21]=2)=[CH:19][CH:18]=[C:17]([O:22][CH3:23])[CH:16]=3)=[CH:9][CH:8]=1)([CH3:3])[CH3:2].[Cl:25]N1C(=O)CCC1=O. (5) Given the product [NH2:1][C:2]1[CH:7]=[CH:6][CH:5]=[CH:4][C:3]=1[NH:8][C:9](=[O:27])[C:10]1[CH:15]=[CH:14][C:13]([N:16]2[CH2:21][CH2:20][C:19]3([CH2:26][CH2:25][NH:24][CH2:23][CH2:22]3)[CH2:18][CH2:17]2)=[N:12][CH:11]=1.[C:28]([OH:34])([C:30]([F:33])([F:32])[F:31])=[O:29], predict the reactants needed to synthesize it. The reactants are: [NH2:1][C:2]1[CH:7]=[CH:6][CH:5]=[CH:4][C:3]=1[NH:8][C:9](=[O:27])[C:10]1[CH:15]=[CH:14][C:13]([N:16]2[CH2:21][CH2:20][C:19]3([CH2:26][CH2:25][NH:24][CH2:23][CH2:22]3)[CH2:18][CH2:17]2)=[N:12][CH:11]=1.[C:28]([OH:34])([C:30]([F:33])([F:32])[F:31])=[O:29].C(Cl)Cl. (6) Given the product [F:1][C:2]1[CH:3]=[C:4]([C:23]#[N:24])[C:5]([C:8]2[CH:13]=[C:12]([C:14]3[N:15]=[C:16]([C:29]4[CH:30]=[CH:31][C:26]([F:25])=[CH:27][CH:28]=4)[N:17]=[N:18][CH:19]=3)[CH:11]=[CH:10][C:9]=2[F:22])=[CH:6][CH:7]=1, predict the reactants needed to synthesize it. The reactants are: [F:1][C:2]1[CH:3]=[C:4]([C:23]#[N:24])[C:5]([C:8]2[CH:13]=[C:12]([C:14]3[N:15]=[C:16](SC)[N:17]=[N:18][CH:19]=3)[CH:11]=[CH:10][C:9]=2[F:22])=[CH:6][CH:7]=1.[F:25][C:26]1[CH:31]=[CH:30][C:29](B(O)O)=[CH:28][CH:27]=1. (7) The reactants are: C([Li])(C)(C)C.[CH3:6][CH2:7][CH2:8][CH2:9][CH3:10].[C:11]([O:15][C:16](=[O:25])[NH:17][C:18]1C=C[C:21]([F:24])=[CH:20][CH:19]=1)([CH3:14])([CH3:13])[CH3:12].ClCCCI. Given the product [C:11]([O:15][C:16]([N:17]1[C:18]2[C:9](=[CH:10][C:21]([F:24])=[CH:20][CH:19]=2)[CH2:8][CH2:7][CH2:6]1)=[O:25])([CH3:14])([CH3:12])[CH3:13], predict the reactants needed to synthesize it. (8) Given the product [CH3:15][N:14]([CH3:16])[C:4]1([CH2:2][CH3:3])[CH2:13][CH2:12][C:7](=[O:8])[CH2:6][CH2:5]1, predict the reactants needed to synthesize it. The reactants are: Cl.[CH2:2]([C:4]1([N:14]([CH3:16])[CH3:15])[CH2:13][CH2:12][C:7]2(OCC[O:8]2)[CH2:6][CH2:5]1)[CH3:3]. (9) Given the product [OH:16][CH2:15][C@@H:14]([NH:13][C:12](=[O:25])[O:11][C:7]([CH3:10])([CH3:9])[CH3:8])[CH2:17][C:18]1[CH:23]=[CH:22][CH:21]=[C:20]([C:30]2[CH:29]=[N:28][N:27]([CH3:26])[CH:31]=2)[CH:19]=1, predict the reactants needed to synthesize it. The reactants are: C(=O)([O-])[O-].[K+].[K+].[C:7]([O:11][C:12](=[O:25])[NH:13][C@@H:14]([CH2:17][C:18]1[CH:23]=[CH:22][CH:21]=[C:20](Br)[CH:19]=1)[CH2:15][OH:16])([CH3:10])([CH3:9])[CH3:8].[CH3:26][N:27]1[CH:31]=[C:30](B2OC(C)(C)C(C)(C)O2)[CH:29]=[N:28]1.O1CCOCC1.C(=O)([O-])[O-].[Na+].[Na+]. (10) Given the product [Cl:1][C:2]1[N:7]=[CH:6][C:5]([CH2:8][O:9][C:10]2[CH:11]=[C:12]([CH:16]=[CH:17][CH:18]=2)[C:13]([NH:19][CH:20]2[CH:21]3[CH2:29][CH:25]4[CH2:24][C:23]([OH:30])([CH2:28][CH:27]2[CH2:26]4)[CH2:22]3)=[O:15])=[CH:4][CH:3]=1, predict the reactants needed to synthesize it. The reactants are: [Cl:1][C:2]1[N:7]=[CH:6][C:5]([CH2:8][O:9][C:10]2[CH:11]=[C:12]([CH:16]=[CH:17][CH:18]=2)[C:13]([OH:15])=O)=[CH:4][CH:3]=1.[NH2:19][CH:20]1[CH:27]2[CH2:28][C:23]3([OH:30])[CH2:24][CH:25]([CH2:29][CH:21]1[CH2:22]3)[CH2:26]2.